Dataset: Catalyst prediction with 721,799 reactions and 888 catalyst types from USPTO. Task: Predict which catalyst facilitates the given reaction. Reactant: [CH2:1]([C@H:8]([NH:21][C:22]([C@@H:24]([NH:34][C:35]([C@@H:37]([NH:39][C:40]([CH:42]1[CH2:50][C:49]2[C:44](=[CH:45][CH:46]=[CH:47][CH:48]=2)[CH2:43]1)=[O:41])[CH3:38])=[O:36])[CH2:25][C:26]1[CH:31]=[CH:30][C:29]([O:32][CH3:33])=[CH:28][CH:27]=1)=[O:23])[CH:9]([C:11](=[O:20])[NH:12][CH2:13][C:14]1[CH:19]=[CH:18][CH:17]=[CH:16][CH:15]=1)[OH:10])[C:2]1[CH:7]=[CH:6][CH:5]=[CH:4][CH:3]=1.CC(OI1(OC(C)=O)(OC(C)=O)OC(=O)C2C=CC=CC1=2)=O. Product: [CH2:1]([C@H:8]([NH:21][C:22]([C@@H:24]([NH:34][C:35]([C@@H:37]([NH:39][C:40]([CH:42]1[CH2:43][C:44]2[C:49](=[CH:48][CH:47]=[CH:46][CH:45]=2)[CH2:50]1)=[O:41])[CH3:38])=[O:36])[CH2:25][C:26]1[CH:31]=[CH:30][C:29]([O:32][CH3:33])=[CH:28][CH:27]=1)=[O:23])[C:9]([C:11](=[O:20])[NH:12][CH2:13][C:14]1[CH:15]=[CH:16][CH:17]=[CH:18][CH:19]=1)=[O:10])[C:2]1[CH:3]=[CH:4][CH:5]=[CH:6][CH:7]=1. The catalyst class is: 4.